Dataset: Forward reaction prediction with 1.9M reactions from USPTO patents (1976-2016). Task: Predict the product of the given reaction. Given the reactants C([N:8]1[CH2:13][CH2:12][C:11]([OH:18])([C:14]([F:17])([F:16])[F:15])[CH:10]([CH3:19])[CH2:9]1)C1C=CC=CC=1, predict the reaction product. The product is: [OH:18][C:11]1([C:14]([F:17])([F:15])[F:16])[CH2:12][CH2:13][NH:8][CH2:9][CH:10]1[CH3:19].